From a dataset of TCR-epitope binding with 47,182 pairs between 192 epitopes and 23,139 TCRs. Binary Classification. Given a T-cell receptor sequence (or CDR3 region) and an epitope sequence, predict whether binding occurs between them. The TCR CDR3 sequence is CASSNRGAEAFF. Result: 1 (the TCR binds to the epitope). The epitope is TLIGDCATV.